From a dataset of Catalyst prediction with 721,799 reactions and 888 catalyst types from USPTO. Predict which catalyst facilitates the given reaction. (1) Reactant: [C:1]([Si:5]([CH3:16])([CH3:15])[O:6][CH2:7][CH2:8][CH2:9][C:10]([CH3:14])([CH3:13])[CH2:11][OH:12])([CH3:4])([CH3:3])[CH3:2].C(N(CC)CC)C.C(=O)([O-])O.[Na+]. Product: [C:1]([Si:5]([CH3:16])([CH3:15])[O:6][CH2:7][CH2:8][CH2:9][C:10]([CH3:14])([CH3:13])[CH:11]=[O:12])([CH3:4])([CH3:3])[CH3:2]. The catalyst class is: 764. (2) Reactant: CC1(C)CCCC(C)(C)N1.C([Li])CCC.[Si:16]([O:23][CH2:24][C@@H:25]1[C@H:29]2[O:30][C:31]([CH3:34])([CH3:33])[O:32][C@H:28]2[C@H:27]([N:35]2[CH:43]=[N:42][C:41]3[C:36]2=[N:37][CH:38]=[N:39][C:40]=3[Cl:44])[O:26]1)([C:19]([CH3:22])([CH3:21])[CH3:20])([CH3:18])[CH3:17].[CH2:45]([Sn:49](Cl)([CH2:54][CH2:55][CH2:56][CH3:57])[CH2:50][CH2:51][CH2:52][CH3:53])[CH2:46][CH2:47][CH3:48].[Cl-].[NH4+].C(=O)([O-])O.[Na+]. Product: [Si:16]([O:23][CH2:24][C@@H:25]1[C@H:29]2[O:30][C:31]([CH3:34])([CH3:33])[O:32][C@H:28]2[C@H:27]([N:35]2[CH:43]=[N:42][C:41]3[C:36]2=[N:37][C:38]([Sn:49]([CH2:50][CH2:51][CH2:52][CH3:53])([CH2:54][CH2:55][CH2:56][CH3:57])[CH2:45][CH2:46][CH2:47][CH3:48])=[N:39][C:40]=3[Cl:44])[O:26]1)([C:19]([CH3:22])([CH3:21])[CH3:20])([CH3:17])[CH3:18]. The catalyst class is: 253. (3) Reactant: [NH2:1][CH:2]([CH2:12][C:13]1[CH:18]=[CH:17][CH:16]=[C:15]([O:19][C:20]([F:25])([F:24])[CH:21]([F:23])[F:22])[CH:14]=1)[CH:3]([C:5]1[CH:10]=[CH:9][CH:8]=[C:7]([Cl:11])[CH:6]=1)[OH:4].[F:26][C:27]1[C:36]2[C:31](=[CH:32][CH:33]=[CH:34][CH:35]=2)[C:30]([C:37](O)=[O:38])=[CH:29][CH:28]=1.Cl.C(N=C=NCCCN(C)C)C.O.ON1C2C=CC=CC=2N=N1. Product: [F:26][C:27]1[C:36]2[C:31](=[CH:32][CH:33]=[CH:34][CH:35]=2)[C:30]([C:37]([NH:1][CH:2]([CH2:12][C:13]2[CH:18]=[CH:17][CH:16]=[C:15]([O:19][C:20]([F:25])([F:24])[CH:21]([F:23])[F:22])[CH:14]=2)[CH:3]([C:5]2[CH:10]=[CH:9][CH:8]=[C:7]([Cl:11])[CH:6]=2)[OH:4])=[O:38])=[CH:29][CH:28]=1. The catalyst class is: 47. (4) Reactant: [CH:1]1([CH2:6][CH:7]([C:11]2[CH:16]=[CH:15][C:14]([Cl:17])=[C:13]([Cl:18])[CH:12]=2)[C:8]([OH:10])=O)[CH2:5][CH2:4][CH2:3][CH2:2]1.C(Cl)(=O)C(Cl)=O.[CH2:25]([O:32][C:33]1[CH:34]=[CH:35][C:36]([NH2:39])=[N:37][CH:38]=1)[C:26]1[CH:31]=[CH:30][CH:29]=[CH:28][CH:27]=1.C(N(C(C)C)CC)(C)C. Product: [CH2:25]([O:32][C:33]1[CH:34]=[CH:35][C:36]([NH:39][C:8](=[O:10])[CH:7]([C:11]2[CH:16]=[CH:15][C:14]([Cl:17])=[C:13]([Cl:18])[CH:12]=2)[CH2:6][CH:1]2[CH2:2][CH2:3][CH2:4][CH2:5]2)=[N:37][CH:38]=1)[C:26]1[CH:27]=[CH:28][CH:29]=[CH:30][CH:31]=1. The catalyst class is: 306. (5) Reactant: C(=O)([O-])[O-].[K+].[K+].[CH:7]([C:10]1[N:14]=[C:13]([N:15]2[CH2:20][CH2:19][N:18]([C:21]3[N:26]=[CH:25][C:24]([OH:27])=[CH:23][N:22]=3)[C@H:17]([CH3:28])[CH2:16]2)[O:12][N:11]=1)([CH3:9])[CH3:8].Cl[CH2:30][C:31]1[C:36]([C:37]#[N:38])=[CH:35][N:34]=[CH:33][CH:32]=1. Product: [CH:7]([C:10]1[N:14]=[C:13]([N:15]2[CH2:20][CH2:19][N:18]([C:21]3[N:26]=[CH:25][C:24]([O:27][CH2:30][C:31]4[C:36]([C:37]#[N:38])=[CH:35][N:34]=[CH:33][CH:32]=4)=[CH:23][N:22]=3)[C@H:17]([CH3:28])[CH2:16]2)[O:12][N:11]=1)([CH3:9])[CH3:8]. The catalyst class is: 10. (6) Reactant: [CH:1]1[C:9]2[C:8]3[CH:10]=[CH:11][CH:12]=[CH:13][C:7]=3[O:6][C:5]=2[C:4](B(O)O)=[CH:3][CH:2]=1.Br[C:18]1[CH:19]=[CH:20][C:21]2[N:22]([C:31]3[CH:36]=[CH:35][CH:34]=[CH:33][CH:32]=3)[C:23]3[C:28]([C:29]=2[CH:30]=1)=[CH:27][CH:26]=[CH:25][CH:24]=3.C([O-])([O-])=O.[Na+].[Na+].[CH2:43](O)[CH3:44]. Product: [CH:1]1[C:9]2[C:8]3[CH:10]=[CH:11][CH:12]=[CH:13][C:7]=3[O:6][C:5]=2[C:4]([C:26]2[CH:25]=[CH:24][C:23]3[N:22]([C:31]4[CH:36]=[CH:35][CH:34]=[CH:33][CH:32]=4)[C:21]4[C:29]([C:28]=3[CH:27]=2)=[CH:30][C:18]([C:44]2[CH:43]=[CH:3][CH:2]=[CH:1][CH:9]=2)=[CH:19][CH:20]=4)=[CH:3][CH:2]=1. The catalyst class is: 103. (7) Reactant: [NH:1]1[CH:5]=[C:4]([C:6]2[CH:7]=[N:8][C:9]([C:12]3[CH:13]=[C:14](N)[CH:15]=[CH:16][CH:17]=3)=[N:10][CH:11]=2)[CH:3]=[N:2]1.[I:19]CI.N(OCCC(C)C)=O. Product: [I:19][C:14]1[CH:13]=[C:12]([C:9]2[N:8]=[CH:7][C:6]([C:4]3[CH:3]=[N:2][NH:1][CH:5]=3)=[CH:11][N:10]=2)[CH:17]=[CH:16][CH:15]=1. The catalyst class is: 185.